Dataset: Reaction yield outcomes from USPTO patents with 853,638 reactions. Task: Predict the reaction yield, written as a fraction of the theoretical maximum amount of product (1.0 means a 100% yield; for example, 0.34 means a 34% yield). (1) The reactants are [F:1][C:2]1[CH:10]=[C:9]2[C:5]([C:6]([CH:11]=O)=[CH:7][NH:8]2)=[CH:4][CH:3]=1.[N+:13]([CH2:16][CH3:17])([O-:15])=[O:14].C([O-])(=O)C.[NH4+]. The catalyst is CCOC(C)=O. The product is [F:1][C:2]1[CH:10]=[C:9]2[C:5]([C:6]([CH:11]=[C:16]([N+:13]([O-:15])=[O:14])[CH3:17])=[CH:7][NH:8]2)=[CH:4][CH:3]=1. The yield is 0.860. (2) The reactants are [Cl:1][C:2]1[N:10]=[CH:9][N:8]=[C:7]2[C:3]=1[N:4]=[CH:5][N:6]2[C@@H:11]1[O:21][C@H:20]2[C@@H:13]([O:14][Si:15]([CH:31]([CH3:33])[CH3:32])([CH:28]([CH3:30])[CH3:29])[O:16][Si:17]([CH:25]([CH3:27])[CH3:26])([CH:22]([CH3:24])[CH3:23])[O:18][CH2:19]2)[C@@H:12]1[OH:34].[C:35]([O-])([O-])=O.[Cs+].[Cs+].CI. The catalyst is CN(C=O)C.C(Cl)Cl. The product is [Cl:1][C:2]1[N:10]=[CH:9][N:8]=[C:7]2[C:3]=1[N:4]=[CH:5][N:6]2[C@@H:11]1[O:21][C@H:20]2[C@@H:13]([O:14][Si:15]([CH:28]([CH3:30])[CH3:29])([CH:31]([CH3:33])[CH3:32])[O:16][Si:17]([CH:25]([CH3:26])[CH3:27])([CH:22]([CH3:23])[CH3:24])[O:18][CH2:19]2)[C@@H:12]1[O:34][CH3:35]. The yield is 0.480. (3) The catalyst is CCOC(C)=O. The yield is 0.280. The reactants are Cl[C:2]1[N:7]=[CH:6][C:5]([CH2:8][C:9]2[CH:10]=[N:11][C:12]([O:22][CH3:23])=[C:13]([C:15]3[CH:20]=[CH:19][CH:18]=[C:17]([Cl:21])[CH:16]=3)[CH:14]=2)=[CH:4][N:3]=1.C(#N)C.[CH3:27][N:28]([CH3:32])[CH2:29][CH2:30][NH2:31].C(N(C(C)C)C(C)C)C. The product is [Cl:21][C:17]1[CH:16]=[C:15]([C:13]2[CH:14]=[C:9]([CH2:8][C:5]3[CH:4]=[N:3][C:2]([NH:31][CH2:30][CH2:29][N:28]([CH3:32])[CH3:27])=[N:7][CH:6]=3)[CH:10]=[N:11][C:12]=2[O:22][CH3:23])[CH:20]=[CH:19][CH:18]=1. (4) The reactants are [Cl:1][C:2]1[CH:3]=[C:4]2[C:8](=[CH:9][CH:10]=1)[N:7]([C:11]1[N:15]([CH3:16])[N:14]=[C:13]([CH3:17])[C:12]=1/[CH:18]=[CH:19]/[C:20]([NH:22][S:23]([N:26]1[CH2:31][CH2:30][C:29](=[O:32])[CH2:28][CH2:27]1)(=[O:25])=[O:24])=[O:21])[CH:6]=[CH:5]2.O1CCCC1.CO.[BH4-].[Na+]. The catalyst is O. The product is [Cl:1][C:2]1[CH:3]=[C:4]2[C:8](=[CH:9][CH:10]=1)[N:7]([C:11]1[N:15]([CH3:16])[N:14]=[C:13]([CH3:17])[C:12]=1/[CH:18]=[CH:19]/[C:20]([NH:22][S:23]([N:26]1[CH2:27][CH2:28][CH:29]([OH:32])[CH2:30][CH2:31]1)(=[O:25])=[O:24])=[O:21])[CH:6]=[CH:5]2. The yield is 0.580. (5) The reactants are [C:1](Cl)(=O)[C:2](Cl)=O.[C:7]([C:11]1[CH:16]=[CH:15][C:14]([S:17]([NH:20][CH2:21][C:22]2[CH:30]=[CH:29][C:25]([C:26]([OH:28])=O)=[CH:24][CH:23]=2)(=[O:19])=[O:18])=[CH:13][CH:12]=1)([CH3:10])([CH3:9])[CH3:8].C[C:32]1C=[C:34]([NH2:38])[CH:35]=[N:36][CH:37]=1.CC1C=C([N+]([O-])=O)C=NC=1. The catalyst is CN(C=O)C.C1COCC1.CCO. The product is [C:7]([C:11]1[CH:12]=[CH:13][C:14]([S:17]([NH:20][CH2:21][C:22]2[CH:23]=[CH:24][C:25]([C:26]([NH:38][C:34]3[CH:35]=[N:36][CH:37]=[CH:32][C:1]=3[CH3:2])=[O:28])=[CH:29][CH:30]=2)(=[O:19])=[O:18])=[CH:15][CH:16]=1)([CH3:8])([CH3:9])[CH3:10]. The yield is 0.350. (6) The reactants are [Cl:1][C:2]1[CH:22]=[CH:21][C:5](/[N:6]=[CH:7]/[C:8]2[CH:13]=[CH:12][C:11]([S:14]([CH3:17])(=[O:16])=[O:15])=[CH:10][C:9]=2[N+:18]([O-])=O)=[CH:4][CH:3]=1. The catalyst is P(OCC)(OCC)(OCC)=O. The product is [Cl:1][C:2]1[CH:22]=[CH:21][C:5]([N:6]2[CH:7]=[C:8]3[C:9]([CH:10]=[C:11]([S:14]([CH3:17])(=[O:16])=[O:15])[CH:12]=[CH:13]3)=[N:18]2)=[CH:4][CH:3]=1. The yield is 0.740. (7) The reactants are [CH2:1]([S:8][C:9]1[CH:18]=[C:17]2[C:12]([C:13](=O)[NH:14][CH:15]=[N:16]2)=[CH:11][CH:10]=1)[C:2]1[CH:7]=[CH:6][CH:5]=[CH:4][CH:3]=1.O=P(Cl)(Cl)[Cl:22].CCN(C(C)C)C(C)C. The catalyst is ClCCCl. The product is [CH2:1]([S:8][C:9]1[CH:18]=[C:17]2[C:12]([C:13]([Cl:22])=[N:14][CH:15]=[N:16]2)=[CH:11][CH:10]=1)[C:2]1[CH:7]=[CH:6][CH:5]=[CH:4][CH:3]=1. The yield is 0.760. (8) The reactants are [Cl:1][C:2]1[C:3]([Cl:22])=[CH:4][C:5]2[C:6]3[CH2:20][CH2:19][C:18](=[O:21])[C:7]=3[N:8](C(OC(C)(C)C)=O)[C:9]=2[CH:10]=1.C(O)(C(F)(F)F)=O. The catalyst is C(Cl)Cl. The product is [Cl:1][C:2]1[C:3]([Cl:22])=[CH:4][C:5]2[C:6]3[CH2:20][CH2:19][C:18](=[O:21])[C:7]=3[NH:8][C:9]=2[CH:10]=1. The yield is 0.830.